From a dataset of Reaction yield outcomes from USPTO patents with 853,638 reactions. Predict the reaction yield, written as a fraction of the theoretical maximum amount of product (1.0 means a 100% yield; for example, 0.34 means a 34% yield). (1) The product is [C:1]([O:5][C:6]([C@@H:8]([CH2:13][C:14]1[CH:24]=[CH:23][C:17]2[O:18][C:19]([CH3:22])([CH3:21])[O:20][C:16]=2[CH:15]=1)[C:9]([O:11][CH3:12])=[O:10])=[O:7])([CH3:4])([CH3:2])[CH3:3]. The reactants are [C:1]([O:5][C:6](/[C:8](=[CH:13]\[C:14]1[CH:24]=[CH:23][C:17]2[O:18][C:19]([CH3:22])([CH3:21])[O:20][C:16]=2[CH:15]=1)/[C:9]([O:11][CH3:12])=[O:10])=[O:7])([CH3:4])([CH3:3])[CH3:2]. The catalyst is CO. The yield is 0.994. (2) The product is [S:1]([C:10]1[CH:15]=[CH:14][C:13]([O:16][CH2:24][CH2:25][O:26][CH2:27][CH2:28][O:20][CH3:17])=[CH:12][CH:11]=1)([C:3]1[CH:8]=[CH:7][C:6]([O:9][CH2:24][CH2:25][O:26][CH2:27][CH2:28][O:29][CH3:30])=[CH:5][CH:4]=1)=[O:2]. The catalyst is CS(C)=O.C(OCC)(=O)C.CN(C)CCN(C)C. The reactants are [S:1]([C:10]1[CH:15]=[CH:14][C:13]([OH:16])=[CH:12][CH:11]=1)([C:3]1[CH:8]=[CH:7][C:6]([OH:9])=[CH:5][CH:4]=1)=[O:2].[C:17](=[O:20])([O-])[O-].[K+].[K+].Br[CH2:24][CH2:25][O:26][CH2:27][CH2:28][O:29][CH3:30]. The yield is 0.900.